Dataset: Experimentally validated miRNA-target interactions with 360,000+ pairs, plus equal number of negative samples. Task: Binary Classification. Given a miRNA mature sequence and a target amino acid sequence, predict their likelihood of interaction. (1) The miRNA is mmu-miR-5128 with sequence CAAUUGGGGCUGGCGAGAUGGCU. The protein sequence of the target gene is MAAGGSGGRASCPPGVGVGPGTGGSPGPSANAAATPAPGNAAAAAAAAAAAAAAPGPTPPAPPGPGTDAQAAGAERAEEAAGPGAAALQREAAYNWQASKPTVQERFAFLFNNEVLCDVHFLVGKGLSSQRIPAHRFVLAVGSAVFDAMFNGGMATTSTEIELPDVEPAAFLALLKFLYSDEVQIGPETVMTTLYTAKKYAVPALEAHCVEFLKKNLRADNAFMLLTQARLFDEPQLASLCLENIDKNTADAITAEGFTDIDLDTLVAVLERDTLGIREVRLFNAVVRWSEAECQRQQLQ.... Result: 0 (no interaction). (2) The miRNA is hsa-miR-6736-3p with sequence UCAGCUCCUCUCUACCCACAG. The protein sequence of the target gene is MQQPQPQGQQQPGPGQQLGGQGAAPGAGGGPGGGPGPGPCLRRELKLLESIFHRGHERFRIASACLDELSCEFLLAGAGGAGAGAAPGPHLPPRGSVPGDPVRIHCNITESYPAVPPIWSVESDDPNLAAVLERLVDIKKGNTLLLQHLKRIISDLCKLYNLPQHPDVEMLDQPLPAEQCTQEDVSSEDEDEEMPEDTEDLDHYEMKEEEPAEGKKSEDDGIGKENLAILEKIKKNQRQDYLNGAVSGSVQATDRLMKELRDIYRSQSFKGGNYAVELVNDSLYDWNVKLLKVDQDSALH.... Result: 1 (interaction). (3) The protein sequence of the target gene is MAELTNYKDAASNRHLRFKLQSLSRRLDELEEATKNLQRAEDELLDLQDKVIQAEGSDSSTLAEIEVLRQRVLKIEGKDEEIKRAEDLCHTMKEKLEEEENLTRELKSEIERLQKRMVDLEKLEEALSRSKNECSQLCLSLNEERNLTKKISSELEMLRVKVKELESSEDRLDKTEQSLVSELEKLKSLTLSFVNERKYLNEKEKENEKIIKELTQKLEQNKKMNRDHMRNASTFLERNDLRIEDGISSTLSSKESKRKGSLDYLKQVENETRDKSENEKNRNQEDNKVKDLNQEIEKLK.... Result: 0 (no interaction). The miRNA is mmu-miR-466h-3p with sequence UACGCACGCACACACACAC. (4) The miRNA is rno-miR-21-5p with sequence UAGCUUAUCAGACUGAUGUUGA. The protein sequence of the target gene is MRLGLLSVALLFVGSSHLYSDHYSPSGRHRLGPSPEPAASSQQAEAVRKRLRRRREGGAHAEDCGTAPLKDVLQGSRIIGGTEAQAGAWPWVVSLQIKYGRVLVHVCGGTLVRERWVLTAAHCTKDASDPLMWTAVIGTNNIHGRYPHTKKIKIKAIIIHPNFILESYVNDIALFHLKKAVRYNDYIQPICLPFDVFQILDGNTKCFISGWGRTKEEGNATNILQDAEVHYISREMCNSERSYGGIIPNTSFCAGDEDGAFDTCRGDSGGPLMCYLPEYKRFFVMGITSYGHGCGRRGFP.... Result: 0 (no interaction).